From a dataset of Reaction yield outcomes from USPTO patents with 853,638 reactions. Predict the reaction yield, written as a fraction of the theoretical maximum amount of product (1.0 means a 100% yield; for example, 0.34 means a 34% yield). (1) The reactants are Br[C:2]1[S:3][C:4]2[CH:10]=[C:9]([CH2:11][N:12]3[C:16]4[CH:17]=[C:18]([O:23][CH3:24])[C:19]([O:21][CH3:22])=[CH:20][C:15]=4[N:14]=[CH:13]3)[CH:8]=[CH:7][C:5]=2[N:6]=1.[CH3:25][O:26][C:27]1[CH:33]=[CH:32][CH:31]=[CH:30][C:28]=1[NH2:29].C([O-])([O-])=O.[Cs+].[Cs+].C1(P(C2C=CC=CC=2)C2C3OC4C(=CC=CC=4P(C4C=CC=CC=4)C4C=CC=CC=4)C(C)(C)C=3C=CC=2)C=CC=CC=1. The yield is 0.330. The catalyst is O1CCOCC1.C1C=CC(/C=C/C(/C=C/C2C=CC=CC=2)=O)=CC=1.C1C=CC(/C=C/C(/C=C/C2C=CC=CC=2)=O)=CC=1.C1C=CC(/C=C/C(/C=C/C2C=CC=CC=2)=O)=CC=1.[Pd].[Pd]. The product is [CH3:22][O:21][C:19]1[C:18]([O:23][CH3:24])=[CH:17][C:16]2[N:12]([CH2:11][C:9]3[CH:8]=[CH:7][C:5]4[N:6]=[C:2]([NH:29][C:28]5[CH:30]=[CH:31][CH:32]=[CH:33][C:27]=5[O:26][CH3:25])[S:3][C:4]=4[CH:10]=3)[CH:13]=[N:14][C:15]=2[CH:20]=1. (2) The reactants are [CH3:1][C:2]1[C:7]2[NH:8][C:9](=[O:12])[CH2:10][O:11][C:6]=2[CH:5]=[CH:4][CH:3]=1.C([O-])([O-])=O.[Cs+].[Cs+].[Cl:19][CH2:20][CH2:21][CH2:22]I. The catalyst is CCCCCCC.CCOC(C)=O. The product is [Cl:19][CH2:20][CH2:21][CH2:22][N:8]1[C:7]2[C:2]([CH3:1])=[CH:3][CH:4]=[CH:5][C:6]=2[O:11][CH2:10][C:9]1=[O:12]. The yield is 0.480. (3) The reactants are [CH2:1]([CH:8]1[C:17](=[O:18])[C:16]2[C:11](=[CH:12][C:13]([Cl:19])=[CH:14][CH:15]=2)[O:10][CH:9]1[C@H:20]([N:24]1[CH:28]=[C:27]([CH2:29][N:30]2C(=O)C3=CC=CC=C3C2=O)[N:26]=[C:25]1[C:41]1[CH:46]=[CH:45][C:44]([CH3:47])=[CH:43][CH:42]=1)[CH:21]([CH3:23])[CH3:22])[C:2]1[CH:7]=[CH:6][CH:5]=[CH:4][CH:3]=1.O.NN. The catalyst is CCO. The product is [NH2:30][CH2:29][C:27]1[N:26]=[C:25]([C:41]2[CH:46]=[CH:45][C:44]([CH3:47])=[CH:43][CH:42]=2)[N:24]([C@@H:20]([C:9]2[O:10][C:11]3[C:16]([C:17](=[O:18])[C:8]=2[CH2:1][C:2]2[CH:7]=[CH:6][CH:5]=[CH:4][CH:3]=2)=[CH:15][CH:14]=[C:13]([Cl:19])[CH:12]=3)[CH:21]([CH3:23])[CH3:22])[CH:28]=1. The yield is 0.910.